Dataset: Forward reaction prediction with 1.9M reactions from USPTO patents (1976-2016). Task: Predict the product of the given reaction. Given the reactants [N:1]1[C:5]2[CH:6]=[CH:7][CH:8]=[CH:9][C:4]=2[NH:3][CH:2]=1.C(OC(C)C)(OC(C)C)OC(C)C.C([O:25][C:26]([C:28]1[CH:53]=[CH:52][C:31]([O:32][C:33]2[C:38]([CH:39]3[CH2:44][CH2:43][N:42]([C:45]([O:47][C:48]([CH3:51])([CH3:50])[CH3:49])=[O:46])[CH2:41][CH2:40]3)=[CH:37][CH:36]=[CH:35][N:34]=2)=[CH:30][CH:29]=1)=O)C.C([N-]C(C)C)(C)C.[Li+], predict the reaction product. The product is: [NH:1]1[C:5]2[CH:6]=[CH:7][CH:8]=[CH:9][C:4]=2[N:3]=[C:2]1[C:26]([C:28]1[CH:29]=[CH:30][C:31]([O:32][C:33]2[C:38]([CH:39]3[CH2:40][CH2:41][N:42]([C:45]([O:47][C:48]([CH3:49])([CH3:50])[CH3:51])=[O:46])[CH2:43][CH2:44]3)=[CH:37][CH:36]=[CH:35][N:34]=2)=[CH:52][CH:53]=1)=[O:25].